This data is from Catalyst prediction with 721,799 reactions and 888 catalyst types from USPTO. The task is: Predict which catalyst facilitates the given reaction. (1) Reactant: [Br:1][C:2]1[CH:7]=[C:6]([NH:8][CH3:9])[C:5]([N+:10]([O-])=O)=[CH:4][N:3]=1. Product: [Br:1][C:2]1[N:3]=[CH:4][C:5]([NH2:10])=[C:6]([NH:8][CH3:9])[CH:7]=1. The catalyst class is: 180. (2) Reactant: [Br:1][C:2]1[CH:3]=[CH:4][C:5]([O:16][CH2:17][C:18]2[CH:23]=[CH:22][C:21]([Cl:24])=[CH:20][CH:19]=2)=[C:6]([CH2:8][N:9]2[CH2:14][CH2:13][C:12](=[O:15])[CH2:11][CH2:10]2)[CH:7]=1.[Si]([C:29]([F:32])([F:31])[F:30])(C)(C)C.C[N+](C)(C)C.[F-].Cl. Product: [Br:1][C:2]1[CH:3]=[CH:4][C:5]([O:16][CH2:17][C:18]2[CH:19]=[CH:20][C:21]([Cl:24])=[CH:22][CH:23]=2)=[C:6]([CH2:8][N:9]2[CH2:14][CH2:13][C:12]([C:29]([F:32])([F:31])[F:30])([OH:15])[CH2:11][CH2:10]2)[CH:7]=1. The catalyst class is: 20. (3) Reactant: Cl.[CH2:2]([O:9][C:10]([C:12]1[C:20]2[C:15](=[CH:16][CH:17]=[C:18]([CH2:21][NH2:22])[CH:19]=2)[NH:14][C:13]=1[CH3:23])=[O:11])[C:3]1[CH:8]=[CH:7][CH:6]=[CH:5][CH:4]=1.[CH:24](=O)[CH3:25].[C:27](O[BH-](OC(=O)C)OC(=O)C)(=O)[CH3:28].[Na+]. Product: [CH2:2]([O:9][C:10]([C:12]1[C:20]2[C:15](=[CH:16][CH:17]=[C:18]([CH2:21][N:22]([CH2:24][CH3:25])[CH2:27][CH3:28])[CH:19]=2)[NH:14][C:13]=1[CH3:23])=[O:11])[C:3]1[CH:4]=[CH:5][CH:6]=[CH:7][CH:8]=1. The catalyst class is: 68. (4) Reactant: [CH2:1]([C:5]1[CH:10]=[CH:9][C:8]([C:11]#[C:12][C:13]2[CH:45]=[CH:44][C:16]([CH2:17][N:18]([C:31]3[CH:43]=[CH:42][C:34]4[O:35]C(C)(C)[O:37][C:38](=[O:39])[C:33]=4[CH:32]=3)[C:19]([C:21]3[CH:30]=[CH:29][C:28]4[C:23](=[CH:24][CH:25]=[CH:26][CH:27]=4)[CH:22]=3)=[O:20])=[CH:15][CH:14]=2)=[CH:7][CH:6]=1)[CH2:2][CH2:3][CH3:4].[OH-].[Na+]. Product: [CH2:1]([C:5]1[CH:10]=[CH:9][C:8]([C:11]#[C:12][C:13]2[CH:45]=[CH:44][C:16]([CH2:17][N:18]([C:19]([C:21]3[CH:30]=[CH:29][C:28]4[C:23](=[CH:24][CH:25]=[CH:26][CH:27]=4)[CH:22]=3)=[O:20])[C:31]3[CH:43]=[CH:42][C:34]([OH:35])=[C:33]([CH:32]=3)[C:38]([OH:39])=[O:37])=[CH:15][CH:14]=2)=[CH:7][CH:6]=1)[CH2:2][CH2:3][CH3:4]. The catalyst class is: 14. (5) Product: [CH3:3][C:4]1[N:5]=[C:6]([C:32]2[CH:37]=[CH:36][C:35]([C:38]([F:41])([F:39])[F:40])=[CH:34][CH:33]=2)[S:7][C:8]=1[C:9]([NH:11][CH2:12][CH2:13][C:14]1[CH:31]=[CH:30][C:17]([O:18][CH2:19][C:20]2[CH:29]=[CH:28][CH:27]=[CH:26][C:21]=2[C:22]([OH:24])=[O:23])=[CH:16][CH:15]=1)=[O:10]. The catalyst class is: 90. Reactant: [OH-].[Li+].[CH3:3][C:4]1[N:5]=[C:6]([C:32]2[CH:37]=[CH:36][C:35]([C:38]([F:41])([F:40])[F:39])=[CH:34][CH:33]=2)[S:7][C:8]=1[C:9]([NH:11][CH2:12][CH2:13][C:14]1[CH:31]=[CH:30][C:17]([O:18][CH2:19][C:20]2[CH:29]=[CH:28][CH:27]=[CH:26][C:21]=2[C:22]([O:24]C)=[O:23])=[CH:16][CH:15]=1)=[O:10]. (6) Reactant: [CH2:1]([N:3]1[CH:7]=[C:6]([C:8]2[CH:9]=[C:10]([CH:12]=[CH:13][CH:14]=2)[NH2:11])[C:5]([C:15]2[CH:20]=[CH:19][N:18]=[CH:17][CH:16]=2)=[N:4]1)[CH3:2].[I:21][C:22]1[CH:27]=[CH:26][C:25]([N:28]=[C:29]=[O:30])=[CH:24][CH:23]=1. Product: [CH2:1]([N:3]1[CH:7]=[C:6]([C:8]2[CH:9]=[C:10]([NH:11][C:29]([NH:28][C:25]3[CH:26]=[CH:27][C:22]([I:21])=[CH:23][CH:24]=3)=[O:30])[CH:12]=[CH:13][CH:14]=2)[C:5]([C:15]2[CH:16]=[CH:17][N:18]=[CH:19][CH:20]=2)=[N:4]1)[CH3:2]. The catalyst class is: 2. (7) Reactant: [F:1][C:2]1[CH:37]=[CH:36][C:5]([CH2:6][NH:7][C:8]([C:10]2[N:11]=[C:12]3[C:18]4([NH:21][C:22](=[O:31])[C:23](=[O:30])[N:24]5[CH2:29][CH2:28][NH:27][CH2:26][CH2:25]5)[CH2:19][CH2:20][CH:15]([CH2:16][CH2:17]4)[CH2:14][N:13]3[C:32](=[O:35])[C:33]=2[OH:34])=[O:9])=[CH:4][CH:3]=1.C(N(C(C)C)CC)(C)C.[CH3:47][C:48]1[O:52][N:51]=[C:50]([C:53](Cl)=[O:54])[CH:49]=1.CNC. Product: [F:1][C:2]1[CH:3]=[CH:4][C:5]([CH2:6][NH:7][C:8]([C:10]2[N:11]=[C:12]3[C:18]4([NH:21][C:22](=[O:31])[C:23]([N:24]5[CH2:25][CH2:26][N:27]([C:53]([C:50]6[CH:49]=[C:48]([CH3:47])[O:52][N:51]=6)=[O:54])[CH2:28][CH2:29]5)=[O:30])[CH2:19][CH2:20][CH:15]([CH2:16][CH2:17]4)[CH2:14][N:13]3[C:32](=[O:35])[C:33]=2[OH:34])=[O:9])=[CH:36][CH:37]=1. The catalyst class is: 4.